Dataset: Full USPTO retrosynthesis dataset with 1.9M reactions from patents (1976-2016). Task: Predict the reactants needed to synthesize the given product. (1) Given the product [Cl:3][C:4]1[C:5]([I:13])=[C:6]2[CH:12]=[CH:11][N:10]([S:20]([C:17]3[CH:18]=[CH:19][C:14]([CH3:24])=[CH:15][CH:16]=3)(=[O:22])=[O:21])[C:7]2=[N:8][CH:9]=1, predict the reactants needed to synthesize it. The reactants are: [H-].[Na+].[Cl:3][C:4]1[C:5]([I:13])=[C:6]2[CH:12]=[CH:11][NH:10][C:7]2=[N:8][CH:9]=1.[C:14]1([CH3:24])[CH:19]=[CH:18][C:17]([S:20](Cl)(=[O:22])=[O:21])=[CH:16][CH:15]=1. (2) Given the product [N:36]([C:4]1[C:5]([NH:8][C:9](=[O:14])[C:10]([CH3:11])([CH3:13])[CH3:12])=[N:6][CH:7]=[C:2]([F:1])[CH:3]=1)=[N+:37]=[N-:38], predict the reactants needed to synthesize it. The reactants are: [F:1][C:2]1[CH:3]=[CH:4][C:5]([NH:8][C:9](=[O:14])[C:10]([CH3:13])([CH3:12])[CH3:11])=[N:6][CH:7]=1.C(C1C=CC(S([N:36]=[N+:37]=[N-:38])(=O)=O)=CC=1)CCCCCCCCCCC.[NH4+].[Cl-].